This data is from Catalyst prediction with 721,799 reactions and 888 catalyst types from USPTO. The task is: Predict which catalyst facilitates the given reaction. (1) Reactant: Br[C:2]1[CH:3]=[C:4]([NH:8][CH:9]([C:13]2[CH:18]=[CH:17][CH:16]=[CH:15][N:14]=2)[C:10]([NH2:12])=[O:11])[CH:5]=[N:6][CH:7]=1.C([O-])([O-])=O.[K+].[K+].[Cl:25][C:26]1[CH:27]=[CH:28][C:29]([F:35])=[C:30](B(O)O)[CH:31]=1. Product: [Cl:25][C:26]1[CH:31]=[CH:30][C:29]([F:35])=[C:28]([C:2]2[CH:3]=[C:4]([NH:8][CH:9]([C:13]3[CH:18]=[CH:17][CH:16]=[CH:15][N:14]=3)[C:10]([NH2:12])=[O:11])[CH:5]=[N:6][CH:7]=2)[CH:27]=1. The catalyst class is: 108. (2) Reactant: [Br:1][C:2]1[CH:3]=[CH:4][C:5]([CH2:8][OH:9])=[N:6][CH:7]=1.[H-].[Na+].[CH3:12]I. Product: [Br:1][C:2]1[CH:3]=[CH:4][C:5]([CH2:8][O:9][CH3:12])=[N:6][CH:7]=1. The catalyst class is: 1. (3) Reactant: Cl[C:2]1[CH:3]=[CH:4][C:5]2[N:6]([C:8]([C:11]3[CH:16]=[CH:15][CH:14]=[C:13]([O:17][C:18]([F:21])([F:20])[F:19])[CH:12]=3)=[CH:9][N:10]=2)[N:7]=1.[CH3:22][N:23]1[CH2:28][CH2:27][N:26]([CH:29]([CH2:32][CH3:33])[CH2:30][NH2:31])[CH2:25][CH2:24]1.CC([O-])(C)C.[Na+]. Product: [CH3:22][N:23]1[CH2:28][CH2:27][N:26]([CH:29]([CH2:32][CH3:33])[CH2:30][NH:31][C:2]2[CH:3]=[CH:4][C:5]3[N:6]([C:8]([C:11]4[CH:16]=[CH:15][CH:14]=[C:13]([O:17][C:18]([F:21])([F:20])[F:19])[CH:12]=4)=[CH:9][N:10]=3)[N:7]=2)[CH2:25][CH2:24]1. The catalyst class is: 187. (4) Reactant: Cl[S:2]([CH2:5][CH2:6][CH2:7][NH:8][C:9](=[O:11])[CH3:10])(=[O:4])=[O:3].[C:12]([O:20][CH2:21][O:22][C:23](=[O:33])[NH:24][CH2:25][CH2:26][CH2:27][C:28]([CH3:32])([CH3:31])[CH2:29][OH:30])(=[O:19])[C:13]1[CH:18]=[CH:17][CH:16]=[CH:15][CH:14]=1.C(N(CC)CC)C. Product: [C:12]([O:20][CH2:21][O:22][C:23](=[O:33])[NH:24][CH2:25][CH2:26][CH2:27][C:28]([CH3:31])([CH3:32])[CH2:29][O:30][S:2]([CH2:5][CH2:6][CH2:7][NH:8][C:9](=[O:11])[CH3:10])(=[O:4])=[O:3])(=[O:19])[C:13]1[CH:14]=[CH:15][CH:16]=[CH:17][CH:18]=1. The catalyst class is: 154. (5) Reactant: [Br-].[CH3:2][O:3][C:4]([C:6]1[CH:31]=[CH:30][C:9]([CH2:10][P+](C2C=CC=CC=2)(C2C=CC=CC=2)C2C=CC=CC=2)=[CH:8][CH:7]=1)=[O:5].[H-].[Na+].[C:34]([O:38][C:39]([N:41]1[CH2:46][CH2:45][CH:44]([CH2:47][CH2:48][CH:49]=O)[CH2:43][CH2:42]1)=[O:40])([CH3:37])([CH3:36])[CH3:35].[NH4+].[Cl-]. Product: [C:34]([O:38][C:39]([N:41]1[CH2:46][CH2:45][CH:44]([CH2:47][CH2:48]/[CH:49]=[CH:10]/[C:9]2[CH:8]=[CH:7][C:6]([C:4]([O:3][CH3:2])=[O:5])=[CH:31][CH:30]=2)[CH2:43][CH2:42]1)=[O:40])([CH3:37])([CH3:36])[CH3:35]. The catalyst class is: 216. (6) Product: [CH3:38][N:39]1[C:1]([C:3]2[CH2:4][CH:5]([NH:8][C:9](=[O:15])[O:10][C:11]([CH3:14])([CH3:13])[CH3:12])[CH2:6][CH:7]=2)=[CH:36][N:35]=[CH:34]1. Reactant: [CH:1]([C:3]1[CH2:4][CH:5]([NH:8][C:9](=[O:15])[O:10][C:11]([CH3:14])([CH3:13])[CH3:12])[CH2:6][CH:7]=1)=O.CN.S(C[N+]#[C-])(C1C=CC(C)=CC=1)(=O)=O.C1CC[N:39]2[C:34](=[N:35][CH2:36]C[CH2:38]2)CC1. The catalyst class is: 2. (7) Reactant: O.[OH-].[Li+].[NH2:4][C:5]1[C:40]([Br:41])=[CH:39][C:8]([C:9]([C@@H:11]2[CH2:13][C@H:12]2[C:14]([N:16]2[CH2:21][CH2:20][CH:19]([N:22]3[CH2:31][C:30]4[C:25](=[CH:26][CH:27]=[C:28]([O:32][CH2:33][C:34]([O:36]C)=[O:35])[CH:29]=4)[NH:24][C:23]3=[O:38])[CH2:18][CH2:17]2)=[O:15])=[O:10])=[CH:7][C:6]=1[Br:42].[K+].[Br-].BrBr. Product: [NH2:4][C:5]1[C:40]([Br:41])=[CH:39][C:8]([C:9]([C@@H:11]2[CH2:13][C@H:12]2[C:14]([N:16]2[CH2:21][CH2:20][CH:19]([N:22]3[CH2:31][C:30]4[C:25](=[CH:26][CH:27]=[C:28]([O:32][CH2:33][C:34]([OH:36])=[O:35])[CH:29]=4)[NH:24][C:23]3=[O:38])[CH2:18][CH2:17]2)=[O:15])=[O:10])=[CH:7][C:6]=1[Br:42]. The catalyst class is: 776. (8) Reactant: [N+]([C:4]1[CH:5]=[C:6]([CH:16]=[CH:17][CH:18]=1)[CH2:7][NH:8][C:9](=[O:15])[O:10][C:11]([CH3:14])([CH3:13])[CH3:12])([O-])=O.[H][H].[NH2:21]C1C=C(C=CC=1)CNC(=O)OC(C)(C)C. The catalyst class is: 43. Product: [C:11]([O:10][C:9](=[O:15])[N:8]([NH2:21])[CH2:7][C:6]1[CH:16]=[CH:17][CH:18]=[CH:4][CH:5]=1)([CH3:14])([CH3:13])[CH3:12]. (9) Reactant: [F:1][C:2]([F:14])([F:13])[O:3][C:4]1[CH:9]=[CH:8][C:7]([C:10](=[O:12])[CH3:11])=[CH:6][CH:5]=1.[C:15](OCC)(=[O:21])[C:16]([O:18][CH2:19][CH3:20])=[O:17].[Na]. Product: [CH2:19]([O:18][C:16](=[O:17])/[C:15](/[OH:21])=[CH:11]/[C:10](=[O:12])[C:7]1[CH:6]=[CH:5][C:4]([O:3][C:2]([F:13])([F:14])[F:1])=[CH:9][CH:8]=1)[CH3:20]. The catalyst class is: 8. (10) The catalyst class is: 8. Reactant: [N:1]1[C:2]([C:10](=[O:17])[CH2:11][C:12]([O:14][CH2:15][CH3:16])=[O:13])=[N:3][N:4]2[CH:9]=[CH:8][CH:7]=[CH:6][C:5]=12.CO[CH:20](OC)[N:21]([CH3:23])[CH3:22]. Product: [N:1]1[C:2]([C:10](/[C:11](=[CH:20]\[N:21]([CH3:23])[CH3:22])/[C:12]([O:14][CH2:15][CH3:16])=[O:13])=[O:17])=[N:3][N:4]2[CH:9]=[CH:8][CH:7]=[CH:6][C:5]=12.